Dataset: HIV replication inhibition screening data with 41,000+ compounds from the AIDS Antiviral Screen. Task: Binary Classification. Given a drug SMILES string, predict its activity (active/inactive) in a high-throughput screening assay against a specified biological target. (1) The compound is N#CC1(c2ccccc2)CCOCC1. The result is 0 (inactive). (2) The compound is COc1c2occc2c(N=Cc2ccc([N+](=O)[O-])cc2)c2ccc(=O)oc12. The result is 0 (inactive). (3) The molecule is Brc1c(C#CCC(c2ccccc2)(c2ccccc2)c2ccccc2)ccc(C#CCC(c2ccccc2)(c2ccccc2)c2ccccc2)c1Br. The result is 0 (inactive). (4) The result is 0 (inactive). The compound is COc1ccc(N=Nc2c(-c3ccccc3)nn(C(=O)CC(=O)Nc3ccccc3Cl)c2-c2ccccc2)cc1. (5) The molecule is CC(=O)NC1Cc2ccccc2C1=O. The result is 0 (inactive).